This data is from Full USPTO retrosynthesis dataset with 1.9M reactions from patents (1976-2016). The task is: Predict the reactants needed to synthesize the given product. (1) Given the product [N:14]1[CH:15]=[CH:16][CH:17]=[C:12]([O:11][C:2]2[CH:7]=[CH:6][C:5]([N+:8]([O-:10])=[O:9])=[CH:4][CH:3]=2)[CH:13]=1, predict the reactants needed to synthesize it. The reactants are: Cl[C:2]1[CH:7]=[CH:6][C:5]([N+:8]([O-:10])=[O:9])=[CH:4][CH:3]=1.[OH:11][C:12]1[CH:13]=[N:14][CH:15]=[CH:16][CH:17]=1.C(=O)([O-])[O-].[K+].[K+].O. (2) Given the product [C:18]([O:22][C:23]([NH:25][C@@H:26]([CH2:33][CH:34]1[CH2:35][CH2:36][CH2:37][CH2:38][CH2:39]1)[CH2:27][N:28]([CH2:29][CH2:30][CH2:31][CH3:32])[C:1]([O:3][CH2:4][CH2:5][Si:6]([CH3:7])([CH3:8])[CH3:9])=[O:10])=[O:24])([CH3:19])([CH3:20])[CH3:21], predict the reactants needed to synthesize it. The reactants are: [C:1]([O:10]N1C(=O)CCC1=O)([O:3][CH2:4][CH2:5][Si:6]([CH3:9])([CH3:8])[CH3:7])=O.[C:18]([O:22][C:23]([NH:25][C@@H:26]([CH2:33][CH:34]1[CH2:39][CH2:38][CH2:37][CH2:36][CH2:35]1)[CH2:27][NH:28][CH2:29][CH2:30][CH2:31][CH3:32])=[O:24])([CH3:21])([CH3:20])[CH3:19].C([O-])([O-])=O.[Na+].[Na+].O. (3) Given the product [C:10]([O:14][C:15]([NH:17][C@@H:18]([C:21]([O:23][CH3:24])=[O:22])[CH2:19][S:20][CH:29]([C:30]1[CH:35]=[CH:34][CH:33]=[CH:32][CH:31]=1)[CH2:28][N+:25]([O-:27])=[O:26])=[O:16])([CH3:13])([CH3:12])[CH3:11], predict the reactants needed to synthesize it. The reactants are: C(N(C(C)C)CC)(C)C.[C:10]([O:14][C:15]([NH:17][C@@H:18]([C:21]([O:23][CH3:24])=[O:22])[CH2:19][SH:20])=[O:16])([CH3:13])([CH3:12])[CH3:11].[N+:25](/[CH:28]=[CH:29]/[C:30]1[CH:35]=[CH:34][CH:33]=[CH:32][CH:31]=1)([O-:27])=[O:26]. (4) Given the product [Br:1][C:2]1[CH:11]=[CH:10][C:5]2[N:6]=[C:7]([N:22]3[CH2:23][CH2:24][N:19]([C:14]4[C:13]([Cl:12])=[CH:18][CH:17]=[CH:16][N:15]=4)[CH2:20][CH2:21]3)[NH:8][C:4]=2[CH:3]=1, predict the reactants needed to synthesize it. The reactants are: [Br:1][C:2]1[CH:11]=[CH:10][C:5]2[NH:6][C:7](Cl)=[N:8][C:4]=2[CH:3]=1.[Cl:12][C:13]1[C:14]([N:19]2[CH2:24][CH2:23][NH:22][CH2:21][CH2:20]2)=[N:15][CH:16]=[CH:17][CH:18]=1.C(N(CC)C(C)C)(C)C. (5) Given the product [CH2:7]([O:9][C:10]1[CH:11]=[CH:12][C:13]([C:14]([NH:16][CH2:17][CH2:18][NH:19][C:20]([C:22]2[C:23]([C:27]([F:28])([F:29])[F:30])=[N:24][N:25]([C:44]3[CH:49]=[CH:48][CH:47]=[C:46]([OH:50])[CH:45]=3)[CH:26]=2)=[O:21])=[O:15])=[CH:31][CH:32]=1)[CH3:8], predict the reactants needed to synthesize it. The reactants are: C(=O)([O-])[O-].[K+].[K+].[CH2:7]([O:9][C:10]1[CH:32]=[CH:31][C:13]([C:14]([NH:16][CH2:17][CH2:18][NH:19][C:20]([C:22]2[C:23]([C:27]([F:30])([F:29])[F:28])=[N:24][NH:25][CH:26]=2)=[O:21])=[O:15])=[CH:12][CH:11]=1)[CH3:8].CN[C@H]1CCCC[C@@H]1NC.I[C:44]1[CH:45]=[C:46]([OH:50])[CH:47]=[CH:48][CH:49]=1. (6) Given the product [Cl:15][C:16]1[N:17]=[CH:18][C:19]([N:5]2[CH2:6][C@@H:1]3[CH2:7][C@H:4]2[CH2:3][N:2]3[C:8]([O:10][C:11]([CH3:14])([CH3:13])[CH3:12])=[O:9])=[CH:20][CH:21]=1, predict the reactants needed to synthesize it. The reactants are: [C@H:1]12[CH2:7][C@H:4]([NH:5][CH2:6]1)[CH2:3][N:2]2[C:8]([O:10][C:11]([CH3:14])([CH3:13])[CH3:12])=[O:9].[Cl:15][C:16]1[CH:21]=[CH:20][C:19](I)=[CH:18][N:17]=1.C1C=CC(P(C2C(C3C(P(C4C=CC=CC=4)C4C=CC=CC=4)=CC=C4C=3C=CC=C4)=C3C(C=CC=C3)=CC=2)C2C=CC=CC=2)=CC=1.CC(C)([O-])C.[Na+]. (7) Given the product [Br:21][C:17]1[CH:18]=[CH:19][CH:20]=[C:12]2[C:13]=1[C:14]([OH:16])=[N:4][C:3]([C:5]1[CH:6]=[N:7][CH:8]=[N:9][CH:10]=1)=[N:11]2, predict the reactants needed to synthesize it. The reactants are: CO[C:3]([C:5]1[CH:6]=[N:7][CH:8]=[N:9][CH:10]=1)=[NH:4].[NH2:11][C:12]1[CH:20]=[CH:19][CH:18]=[C:17]([Br:21])[C:13]=1[C:14]([OH:16])=O.C(O)(=O)C.